From a dataset of Catalyst prediction with 721,799 reactions and 888 catalyst types from USPTO. Predict which catalyst facilitates the given reaction. (1) Reactant: [C:1]1([CH3:19])[CH:6]=[CH:5][C:4]([N:7]2[C:11](C(O)=O)=[CH:10][C:9]([Si:15]([CH3:18])([CH3:17])[CH3:16])=[N:8]2)=[CH:3][CH:2]=1.C([N:22]([CH2:25]C)CC)C.C1C=CC(P(N=[N+]=[N-])(C2C=CC=CC=2)=[O:34])=CC=1.[NH2:44][C:45]1[C:54]2[C:49](=[CH:50][CH:51]=[CH:52][CH:53]=2)[C:48]([O:55][C:56]2[CH:61]=[CH:60][N:59]=[C:58]([NH:62][C:63]3[CH:64]=[C:65]([CH:77]=[C:78]([C:80]#[CH:81])[CH:79]=3)[C:66]([NH:68][CH2:69][CH2:70][N:71]3[CH2:76][CH2:75][O:74][CH2:73][CH2:72]3)=[O:67])[N:57]=2)=[CH:47][CH:46]=1. Product: [C:80]([C:78]1[CH:77]=[C:65]([CH:64]=[C:63]([NH:62][C:58]2[N:57]=[C:56]([O:55][C:48]3[C:49]4[C:54](=[CH:53][CH:52]=[CH:51][CH:50]=4)[C:45]([NH:44][C:25]([NH:22][C:11]4[N:7]([C:4]5[CH:3]=[CH:2][C:1]([CH3:19])=[CH:6][CH:5]=5)[N:8]=[C:9]([Si:15]([CH3:16])([CH3:17])[CH3:18])[CH:10]=4)=[O:34])=[CH:46][CH:47]=3)[CH:61]=[CH:60][N:59]=2)[CH:79]=1)[C:66]([NH:68][CH2:69][CH2:70][N:71]1[CH2:76][CH2:75][O:74][CH2:73][CH2:72]1)=[O:67])#[CH:81]. The catalyst class is: 18. (2) Reactant: [H-].[Na+].[Cl:3][C:4]1[CH:5]=[C:6]([C@H:10]2OS(=O)(=O)[N:12]([CH:17]([CH3:19])[CH3:18])[C@@H:11]2[C:20]2[CH:25]=[CH:24][C:23]([Cl:26])=[CH:22][CH:21]=2)[CH:7]=[CH:8][CH:9]=1.[O:27]=[C:28]1[NH:32][C@@H:31]([C:33]([O:35][CH2:36][CH3:37])=[O:34])[CH2:30][CH2:29]1. Product: [Cl:3][C:4]1[CH:5]=[C:6]([C@H:10]([N:32]2[C:28](=[O:27])[CH2:29][CH2:30][C@@H:31]2[C:33]([O:35][CH2:36][CH3:37])=[O:34])[C@@H:11]([C:20]2[CH:25]=[CH:24][C:23]([Cl:26])=[CH:22][CH:21]=2)[NH:12][CH:17]([CH3:19])[CH3:18])[CH:7]=[CH:8][CH:9]=1. The catalyst class is: 3.